The task is: Predict which catalyst facilitates the given reaction.. This data is from Catalyst prediction with 721,799 reactions and 888 catalyst types from USPTO. Reactant: [Cl:1][C:2]1[CH:3]=[C:4]2[NH:22][C:21]([O:23][C@H:24]3[C@H:28]4[O:29][CH2:30][CH:31]([CH2:32][C:33]([O:35]CC)=[O:34])[C@H:27]4[O:26][CH2:25]3)=[N:20][C:5]2=[N:6][C:7]=1[C:8]1[CH:13]=[CH:12][C:11]([C:14]2[CH:19]=[CH:18][CH:17]=[CH:16][CH:15]=2)=[CH:10][CH:9]=1.[OH-].[Na+]. Product: [Cl:1][C:2]1[CH:3]=[C:4]2[NH:22][C:21]([O:23][C@H:24]3[C@H:28]4[O:29][CH2:30][CH:31]([CH2:32][C:33]([OH:35])=[O:34])[C@H:27]4[O:26][CH2:25]3)=[N:20][C:5]2=[N:6][C:7]=1[C:8]1[CH:13]=[CH:12][C:11]([C:14]2[CH:15]=[CH:16][CH:17]=[CH:18][CH:19]=2)=[CH:10][CH:9]=1. The catalyst class is: 8.